From a dataset of Reaction yield outcomes from USPTO patents with 853,638 reactions. Predict the reaction yield, written as a fraction of the theoretical maximum amount of product (1.0 means a 100% yield; for example, 0.34 means a 34% yield). (1) The reactants are [OH:1][C:2]1[CH:7]=[C:6]([O:8][CH2:9][CH2:10][O:11][CH3:12])[CH:5]=[CH:4][C:3]=1/[CH:13]=[CH:14]/[C:15]([O:17][CH2:18][CH3:19])=[O:16].Cl[CH2:21][C:22]1[N:23]=[C:24]([C:28]2[CH:33]=[CH:32][CH:31]=[CH:30][CH:29]=2)[O:25][C:26]=1[CH3:27].C(=O)([O-])[O-].[K+].[K+].O. The catalyst is CN(C)C=O. The product is [CH3:12][O:11][CH2:10][CH2:9][O:8][C:6]1[CH:5]=[CH:4][C:3](/[CH:13]=[CH:14]/[C:15]([O:17][CH2:18][CH3:19])=[O:16])=[C:2]([O:1][CH2:21][C:22]2[N:23]=[C:24]([C:28]3[CH:33]=[CH:32][CH:31]=[CH:30][CH:29]=3)[O:25][C:26]=2[CH3:27])[CH:7]=1. The yield is 0.940. (2) The reactants are N1C=CC=CC=1.[CH3:7][O:8][C:9]1[CH:14]=[CH:13][C:12]([CH2:15][CH2:16][CH2:17][CH2:18][OH:19])=[CH:11][CH:10]=1.[C:20]1([CH3:30])[CH:25]=[CH:24][C:23]([S:26](Cl)(=[O:28])=[O:27])=[CH:22][CH:21]=1. The catalyst is C(Cl)(Cl)Cl. The product is [CH3:7][O:8][C:9]1[CH:14]=[CH:13][C:12]([CH2:15][CH2:16][CH2:17][CH2:18][O:19][S:26]([C:23]2[CH:24]=[CH:25][C:20]([CH3:30])=[CH:21][CH:22]=2)(=[O:28])=[O:27])=[CH:11][CH:10]=1. The yield is 0.660. (3) The reactants are [Cl:1][C:2]1[C:3]2[C:10](Br)=[CH:9][NH:8][C:4]=2[N:5]=[CH:6][N:7]=1.[Li]CCCC.C1C=CC(S(N(S(C2C=CC=CC=2)(=O)=O)[F:27])(=O)=O)=CC=1. The catalyst is C1COCC1. The product is [Cl:1][C:2]1[C:3]2[C:10]([F:27])=[CH:9][NH:8][C:4]=2[N:5]=[CH:6][N:7]=1. The yield is 0.710. (4) The reactants are [O:1]1[C:5]2([CH2:10][CH2:9][CH:8]([NH:11][C:12]3[NH:16][N:15]=[CH:14][CH:13]=3)[CH2:7][CH2:6]2)[O:4][CH2:3][CH2:2]1.N12CCCN=C1CCCCC2.[C:28]([C:30]1[CH:35]=[CH:34][CH:33]=[CH:32][C:31]=1[C:36]1[CH:41]=[CH:40][C:39]([CH2:42][CH:43]([C:48](=O)[CH2:49][CH2:50][CH2:51][CH3:52])[C:44](OC)=[O:45])=[CH:38][CH:37]=1)#[N:29].C(OCC)(=O)C. The catalyst is CCN(C1C=CC=CC=1)CC.O. The product is [CH2:49]([C:48]1[N:16]2[N:15]=[CH:14][CH:13]=[C:12]2[N:11]([CH:8]2[CH2:7][CH2:6][C:5]3([O:4][CH2:3][CH2:2][O:1]3)[CH2:10][CH2:9]2)[C:44](=[O:45])[C:43]=1[CH2:42][C:39]1[CH:38]=[CH:37][C:36]([C:31]2[C:30]([C:28]#[N:29])=[CH:35][CH:34]=[CH:33][CH:32]=2)=[CH:41][CH:40]=1)[CH2:50][CH2:51][CH3:52]. The yield is 0.690.